This data is from NCI-60 drug combinations with 297,098 pairs across 59 cell lines. The task is: Regression. Given two drug SMILES strings and cell line genomic features, predict the synergy score measuring deviation from expected non-interaction effect. (1) Synergy scores: CSS=80.0, Synergy_ZIP=-1.59, Synergy_Bliss=-2.10, Synergy_Loewe=-1.01, Synergy_HSA=1.88. Drug 2: B(C(CC(C)C)NC(=O)C(CC1=CC=CC=C1)NC(=O)C2=NC=CN=C2)(O)O. Drug 1: C1=NC2=C(N=C(N=C2N1C3C(C(C(O3)CO)O)F)Cl)N. Cell line: NCIH23. (2) Drug 1: COC1=NC(=NC2=C1N=CN2C3C(C(C(O3)CO)O)O)N. Drug 2: CN(C(=O)NC(C=O)C(C(C(CO)O)O)O)N=O. Cell line: T-47D. Synergy scores: CSS=-9.03, Synergy_ZIP=7.44, Synergy_Bliss=4.62, Synergy_Loewe=-7.86, Synergy_HSA=-7.21. (3) Drug 1: C1C(C(OC1N2C=NC3=C(N=C(N=C32)Cl)N)CO)O. Drug 2: CCCCCOC(=O)NC1=NC(=O)N(C=C1F)C2C(C(C(O2)C)O)O. Cell line: COLO 205. Synergy scores: CSS=32.9, Synergy_ZIP=-0.132, Synergy_Bliss=-3.06, Synergy_Loewe=-36.2, Synergy_HSA=-2.89. (4) Drug 1: C1=NC(=NC(=O)N1C2C(C(C(O2)CO)O)O)N. Drug 2: CC1CCC2CC(C(=CC=CC=CC(CC(C(=O)C(C(C(=CC(C(=O)CC(OC(=O)C3CCCCN3C(=O)C(=O)C1(O2)O)C(C)CC4CCC(C(C4)OC)OCCO)C)C)O)OC)C)C)C)OC. Cell line: HOP-62. Synergy scores: CSS=1.52, Synergy_ZIP=-0.841, Synergy_Bliss=-0.404, Synergy_Loewe=-5.82, Synergy_HSA=-5.47. (5) Drug 1: CNC(=O)C1=CC=CC=C1SC2=CC3=C(C=C2)C(=NN3)C=CC4=CC=CC=N4. Drug 2: CC1OCC2C(O1)C(C(C(O2)OC3C4COC(=O)C4C(C5=CC6=C(C=C35)OCO6)C7=CC(=C(C(=C7)OC)O)OC)O)O. Cell line: LOX IMVI. Synergy scores: CSS=33.3, Synergy_ZIP=5.77, Synergy_Bliss=6.42, Synergy_Loewe=1.49, Synergy_HSA=8.30. (6) Drug 1: C1=NC(=NC(=O)N1C2C(C(C(O2)CO)O)O)N. Drug 2: C1=CN(C=N1)CC(O)(P(=O)(O)O)P(=O)(O)O. Cell line: SW-620. Synergy scores: CSS=18.9, Synergy_ZIP=-4.31, Synergy_Bliss=3.37, Synergy_Loewe=-7.21, Synergy_HSA=2.60. (7) Drug 1: CC1C(C(CC(O1)OC2CC(CC3=C2C(=C4C(=C3O)C(=O)C5=C(C4=O)C(=CC=C5)OC)O)(C(=O)CO)O)N)O.Cl. Drug 2: C1=CC(=CC=C1CCCC(=O)O)N(CCCl)CCCl. Cell line: K-562. Synergy scores: CSS=5.36, Synergy_ZIP=-1.61, Synergy_Bliss=-1.78, Synergy_Loewe=-1.58, Synergy_HSA=-1.68.